From a dataset of Drug half-life prediction data from Obach et al.. Regression/Classification. Given a drug SMILES string, predict its absorption, distribution, metabolism, or excretion properties. Task type varies by dataset: regression for continuous measurements (e.g., permeability, clearance, half-life) or binary classification for categorical outcomes (e.g., BBB penetration, CYP inhibition). For this dataset (half_life_obach), we predict log10(half-life) (log10 of half-life in hours). The compound is CCCN1CCCC[C@H]1C(=O)Nc1c(C)cccc1C. The log10(half-life) is 0.340.